Dataset: Reaction yield outcomes from USPTO patents with 853,638 reactions. Task: Predict the reaction yield, written as a fraction of the theoretical maximum amount of product (1.0 means a 100% yield; for example, 0.34 means a 34% yield). The reactants are [CH2:1]([O:3][C:4]([C:6]1[C:15](I)=[C:9]2[C:10](=[O:14])[NH:11][CH2:12][CH2:13][N:8]2[N:7]=1)=[O:5])[CH3:2].[CH3:17]B(O)O.C1(P(C2CCCCC2)C2C=CC=CC=2C2C(C(C)C)=CC(C(C)C)=CC=2C(C)C)CCCCC1.C(=O)([O-])[O-].[K+].[K+]. The catalyst is C1(C)C=CC=CC=1.C([O-])([O-])=O.[Na+].[Na+].C([O-])(=O)C.[Pd+2].C([O-])(=O)C. The product is [CH2:1]([O:3][C:4]([C:6]1[C:15]([CH3:17])=[C:9]2[C:10](=[O:14])[NH:11][CH2:12][CH2:13][N:8]2[N:7]=1)=[O:5])[CH3:2]. The yield is 0.580.